Regression/Classification. Given a drug SMILES string, predict its absorption, distribution, metabolism, or excretion properties. Task type varies by dataset: regression for continuous measurements (e.g., permeability, clearance, half-life) or binary classification for categorical outcomes (e.g., BBB penetration, CYP inhibition). Dataset: hia_hou. From a dataset of Human intestinal absorption (HIA) binary classification data from Hou et al.. (1) The compound is CCCN(CCC)C(=O)Cc1c(-c2ccc(C)cc2)nc2ccc(C)cn12. The result is 1 (good absorption). (2) The compound is COc1cccc(C(=O)CCN[C@@H](C)[C@@H](O)c2ccccc2)c1. The result is 1 (good absorption).